Dataset: Peptide-MHC class II binding affinity with 134,281 pairs from IEDB. Task: Regression. Given a peptide amino acid sequence and an MHC pseudo amino acid sequence, predict their binding affinity value. This is MHC class II binding data. The peptide sequence is NTPTKWDNSFLEI. The MHC is DRB1_1501 with pseudo-sequence DRB1_1501. The binding affinity (normalized) is 0.152.